The task is: Regression. Given a peptide amino acid sequence and an MHC pseudo amino acid sequence, predict their binding affinity value. This is MHC class I binding data.. This data is from Peptide-MHC class I binding affinity with 185,985 pairs from IEDB/IMGT. (1) The peptide sequence is WAASAETPL. The MHC is HLA-A29:02 with pseudo-sequence HLA-A29:02. The binding affinity (normalized) is 0.0847. (2) The peptide sequence is EAQERISAL. The MHC is HLA-B07:02 with pseudo-sequence HLA-B07:02. The binding affinity (normalized) is 0.360.